This data is from Forward reaction prediction with 1.9M reactions from USPTO patents (1976-2016). The task is: Predict the product of the given reaction. (1) Given the reactants [CH3:1][O:2][C:3]1[C@H:4]([CH:11]([CH3:13])[CH3:12])[N:5]=[C:6]([O:9][CH3:10])[CH2:7][N:8]=1.C([Li])CCC.[F:19][C:20]([F:31])([F:30])[O:21][C:22]1[CH:29]=[CH:28][CH:27]=[CH:26][C:23]=1[CH2:24]Br, predict the reaction product. The product is: [CH:11]([C@H:4]1[C:3]([O:2][CH3:1])=[N:8][C@H:7]([CH2:24][C:23]2[CH:26]=[CH:27][CH:28]=[CH:29][C:22]=2[O:21][C:20]([F:19])([F:30])[F:31])[C:6]([O:9][CH3:10])=[N:5]1)([CH3:13])[CH3:12]. (2) Given the reactants [CH3:1][C:2]1[NH:3][C:4]2[C:9]([C:10]=1[CH3:11])=[CH:8][C:7]([C:12]([O:14]CC)=[O:13])=[CH:6][CH:5]=2.[OH-].[Na+], predict the reaction product. The product is: [CH3:1][C:2]1[NH:3][C:4]2[C:9]([C:10]=1[CH3:11])=[CH:8][C:7]([C:12]([OH:14])=[O:13])=[CH:6][CH:5]=2. (3) Given the reactants C(=O)[C:2]1[CH:7]=[CH:6][CH:5]=[N:4][CH:3]=1.C(N(CC)CC)C.[CH3:16][C:17](=[O:20])[CH:18]=[CH2:19].[CH2:21]([OH:23])C, predict the reaction product. The product is: [N:4]1[CH:3]=[CH:2][CH:7]=[CH:6][C:5]=1[C:21](=[O:23])[CH2:19][CH2:18][C:17](=[O:20])[CH3:16]. (4) Given the reactants [CH2:1]([O:8][C:9](=[O:23])[NH:10][C:11](=O)[CH2:12][C@@H:13]([NH:15][C:16]1[CH:21]=[CH:20][CH:19]=[CH:18][CH:17]=1)[CH3:14])[C:2]1[CH:7]=[CH:6][CH:5]=[CH:4][CH:3]=1.[BH4-].[Na+], predict the reaction product. The product is: [CH2:1]([O:8][C:9](=[O:23])[NH:10][C@H:11]1[C:21]2[C:16](=[CH:17][CH:18]=[CH:19][CH:20]=2)[NH:15][C@@H:13]([CH3:14])[CH2:12]1)[C:2]1[CH:7]=[CH:6][CH:5]=[CH:4][CH:3]=1. (5) Given the reactants [CH3:1][C:2]([CH3:30])([CH3:29])[CH2:3][CH:4]([C:9]1[C:10]([CH3:28])=[N:11][C:12]([N:22]2[CH2:27][CH2:26][CH2:25][CH2:24][CH2:23]2)=[N:13][C:14]=1[C:15]1[CH:20]=[CH:19][C:18]([CH3:21])=[CH:17][CH:16]=1)[C:5]([O:7]C)=[O:6].[OH-].[Na+], predict the reaction product. The product is: [CH3:1][C:2]([CH3:30])([CH3:29])[CH2:3][CH:4]([C:9]1[C:10]([CH3:28])=[N:11][C:12]([N:22]2[CH2:27][CH2:26][CH2:25][CH2:24][CH2:23]2)=[N:13][C:14]=1[C:15]1[CH:20]=[CH:19][C:18]([CH3:21])=[CH:17][CH:16]=1)[C:5]([OH:7])=[O:6]. (6) The product is: [N:18]1([C:2]2[C:10]3[N:9]4[CH2:11][CH2:12][NH:13][C:14](=[O:15])[C:8]4=[CH:7][C:6]=3[CH:5]=[C:4]([C:16]#[N:17])[CH:3]=2)[CH2:23][CH2:22][O:21][CH2:20][CH2:19]1. Given the reactants Br[C:2]1[C:10]2[N:9]3[CH2:11][CH2:12][NH:13][C:14](=[O:15])[C:8]3=[CH:7][C:6]=2[CH:5]=[C:4]([C:16]#[N:17])[CH:3]=1.[NH:18]1[CH2:23][CH2:22][O:21][CH2:20][CH2:19]1, predict the reaction product. (7) Given the reactants [Cl:1][C:2]1[C:17]([C:18]([F:21])([F:20])[F:19])=[CH:16][CH:15]=[CH:14][C:3]=1[CH2:4][N:5]1[C@@H:10]([CH3:11])[CH2:9][NH:8][C:7](=S)[C:6]1=[O:13].[C:22]([NH:30][NH2:31])(=O)[C:23]1[CH:28]=[CH:27][CH:26]=[N:25][CH:24]=1, predict the reaction product. The product is: [Cl:1][C:2]1[C:17]([C:18]([F:21])([F:20])[F:19])=[CH:16][CH:15]=[CH:14][C:3]=1[CH2:4][N:5]1[C@@H:10]([CH3:11])[CH2:9][N:8]2[C:22]([C:23]3[CH:24]=[N:25][CH:26]=[CH:27][CH:28]=3)=[N:30][N:31]=[C:7]2[C:6]1=[O:13].